Task: Predict the product of the given reaction.. Dataset: Forward reaction prediction with 1.9M reactions from USPTO patents (1976-2016) (1) Given the reactants [C:1]1([CH2:7][NH:8][C:9]([C:11]2[CH:12]=[N:13][CH:14]=[C:15](B3OC(C)(C)C(C)(C)O3)[CH:16]=2)=[O:10])[CH:6]=[CH:5][CH:4]=[CH:3][CH:2]=1.[NH2:26][C:27]1[C:28]([C:34]([NH:36][CH3:37])=[O:35])=[N:29][C:30](Br)=[CH:31][N:32]=1, predict the reaction product. The product is: [NH2:26][C:27]1[C:28]([C:34]([NH:36][CH3:37])=[O:35])=[N:29][C:30]([C:15]2[CH:14]=[N:13][CH:12]=[C:11]([C:9]([NH:8][CH2:7][C:1]3[CH:2]=[CH:3][CH:4]=[CH:5][CH:6]=3)=[O:10])[CH:16]=2)=[CH:31][N:32]=1. (2) Given the reactants Cl.[CH2:2]([C:4]1[S:24][C:7]2[N:8]=[C:9]([S:18][CH2:19][C:20]([O:22][CH3:23])=[O:21])[N:10]=[C:11]([N:12]3[CH2:17][CH2:16][NH:15][CH2:14][CH2:13]3)[C:6]=2[CH:5]=1)[CH3:3].C(N(C(C)C)CC)(C)C.[N:34]1[CH:39]=[CH:38][CH:37]=[C:36]([C:40]2(C(O)=O)[NH:44][CH:43]=[CH:42][S:41]2)[CH:35]=1.CN([C:51]([O:55]N1N=NC2C=CC=NC1=2)=[N+](C)C)C.F[P-](F)(F)(F)(F)F, predict the reaction product. The product is: [CH2:2]([C:4]1[S:24][C:7]2[N:8]=[C:9]([S:18][CH2:19][C:20]([O:22][CH3:23])=[O:21])[N:10]=[C:11]([N:12]3[CH2:17][CH2:16][N:15]([C:51]([C:43]4[N:44]=[C:40]([C:36]5[CH:35]=[N:34][CH:39]=[CH:38][CH:37]=5)[S:41][CH:42]=4)=[O:55])[CH2:14][CH2:13]3)[C:6]=2[CH:5]=1)[CH3:3]. (3) Given the reactants [AlH4-].[Li+].[NH:3]1[C:11]2[C:6](=[N:7][CH:8]=[CH:9][CH:10]=2)[C:5]([C:12]2[CH2:17][CH2:16][CH:15]([NH:18][C:19](=O)OC(C)(C)C)[CH2:14][CH:13]=2)=[CH:4]1, predict the reaction product. The product is: [CH3:19][NH:18][CH:15]1[CH2:16][CH2:17][C:12]([C:5]2[C:6]3=[N:7][CH:8]=[CH:9][CH:10]=[C:11]3[NH:3][CH:4]=2)=[CH:13][CH2:14]1.